Dataset: Full USPTO retrosynthesis dataset with 1.9M reactions from patents (1976-2016). Task: Predict the reactants needed to synthesize the given product. (1) Given the product [CH2:1]([N:5]1[C:13]2[N:12]=[C:11]([Cl:14])[N:10]([CH2:15][CH:16]=[CH2:17])[C:9]=2[C:8](=[O:18])[N:7]([CH2:27][CH2:28][CH2:29][CH2:30][OH:31])[C:6]1=[O:19])[CH2:2][CH2:3][CH3:4], predict the reactants needed to synthesize it. The reactants are: [CH2:1]([N:5]1[C:13]2[N:12]=[C:11]([Cl:14])[N:10]([CH2:15][CH:16]=[CH2:17])[C:9]=2[C:8](=[O:18])[NH:7][C:6]1=[O:19])[CH2:2][CH2:3][CH3:4].C([O-])([O-])=O.[Cs+].[Cs+].Br[CH2:27][CH2:28][CH2:29][CH2:30][OH:31]. (2) The reactants are: [N:1]1[CH:6]=[CH:5][CH:4]=[C:3]([CH:7]=[CH:8][C:9]2[CH:25]=[CH:24][C:12]([C:13]([NH:15][C@H:16]([C:21]([OH:23])=[O:22])[CH2:17][CH2:18][S:19][CH3:20])=[O:14])=[C:11]([C:26]3[CH:31]=[CH:30][CH:29]=[CH:28][C:27]=3[CH3:32])[CH:10]=2)[CH:2]=1. Given the product [CH2:2]([O:22][C:21](=[O:23])[C@H:16]([CH2:17][CH2:18][S:19][CH3:20])[NH:15][C:13](=[O:14])[C:12]1[CH:24]=[CH:25][C:9]([CH:8]=[CH:7][C:3]2[CH:2]=[N:1][CH:6]=[CH:5][CH:4]=2)=[CH:10][C:11]=1[C:26]1[CH:31]=[CH:30][CH:29]=[CH:28][C:27]=1[CH3:32])[CH2:3][CH2:4][CH3:5], predict the reactants needed to synthesize it.